Dataset: Reaction yield outcomes from USPTO patents with 853,638 reactions. Task: Predict the reaction yield, written as a fraction of the theoretical maximum amount of product (1.0 means a 100% yield; for example, 0.34 means a 34% yield). (1) The reactants are [CH3:1][C:2]1[NH:3][C:4]2[CH2:5][C:6]([CH3:28])([CH3:27])[CH2:7][C:8](=[O:26])[C:9]=2[C:10]=1[CH2:11][C:12]1[CH:17]=[CH:16][CH:15]=[CH:14][C:13]=1[S:18]([C:21]1[S:22][CH:23]=[CH:24][CH:25]=1)(=[O:20])=[O:19].Br[CH2:30][C:31]([O:33][CH2:34][CH3:35])=[O:32].[I-].[K+].C(=O)([O-])[O-].[K+].[K+]. The catalyst is C(#N)C.C(OCC)(=O)C. The product is [CH3:1][C:2]1[N:3]([CH2:30][C:31]([O:33][CH2:34][CH3:35])=[O:32])[C:4]2[CH2:5][C:6]([CH3:28])([CH3:27])[CH2:7][C:8](=[O:26])[C:9]=2[C:10]=1[CH2:11][C:12]1[CH:17]=[CH:16][CH:15]=[CH:14][C:13]=1[S:18]([C:21]1[S:22][CH:23]=[CH:24][CH:25]=1)(=[O:20])=[O:19]. The yield is 0.820. (2) The reactants are S(OC)(O[CH3:5])(=O)=O.C(=O)([O-])[O-].[K+].[K+].[NH2:14][C:15]1[CH:23]=[C:22]([O:24][CH3:25])[CH:21]=[C:20]([O:26][CH3:27])[C:16]=1[C:17]([OH:19])=[O:18].O. The catalyst is CN(C)C=O. The product is [NH2:14][C:15]1[CH:23]=[C:22]([O:24][CH3:25])[CH:21]=[C:20]([O:26][CH3:27])[C:16]=1[C:17]([O:19][CH3:5])=[O:18]. The yield is 0.770. (3) The reactants are [CH3:1][O:2][C:3](=[O:61])[NH:4][CH:5]([C:9]([N:11]1[CH2:15][CH2:14][CH2:13][CH:12]1[C:16]1[NH:17][C:18]([C:21]2[CH:30]=[CH:29][C:28]3[C:23](=[CH:24][CH:25]=[C:26]([C:31]4[CH:36]=[CH:35][C:34]([C:37]5[NH:38][C:39]([C@@H:42]6[CH2:46][CH2:45][CH2:44][N:43]6[C:47](=[O:60])[CH:48]([NH:55][C:56]([O:58][CH3:59])=[O:57])[C:49]6[CH:54]=[CH:53][CH:52]=[CH:51][CH:50]=6)=[N:40][CH:41]=5)=[CH:33][CH:32]=4)[CH:27]=3)[CH:22]=2)=[CH:19][N:20]=1)=[O:10])[CH:6]([CH3:8])[CH3:7].[CH3:62]OC(NC(C1C=CC=CC=1C)C(O)=O)=O. No catalyst specified. The product is [CH3:1][O:2][C:3](=[O:61])[NH:4][CH:5]([C:9]([N:11]1[CH2:15][CH2:14][CH2:13][CH:12]1[C:16]1[NH:17][C:18]([C:21]2[CH:30]=[CH:29][C:28]3[C:23](=[CH:24][CH:25]=[C:26]([C:31]4[CH:32]=[CH:33][C:34]([C:37]5[NH:38][C:39]([CH:42]6[CH2:46][CH2:45][CH2:44][N:43]6[C:47](=[O:60])[CH:48]([NH:55][C:56]([O:58][CH3:59])=[O:57])[C:49]6[CH:54]=[CH:53][CH:52]=[CH:51][C:50]=6[CH3:62])=[N:40][CH:41]=5)=[CH:35][CH:36]=4)[CH:27]=3)[CH:22]=2)=[CH:19][N:20]=1)=[O:10])[CH:6]([CH3:8])[CH3:7]. The yield is 0.500. (4) The catalyst is CN(C=O)C.O. The reactants are Cl.[I:2][C:3]1[NH:7][C:6]([C@@H:8]2[CH2:12][C@H:11]([CH3:13])[CH2:10][NH2+:9]2)=[N:5][CH:4]=1.[CH3:14][O:15][C@H:16]([CH3:26])[C@H:17]([NH:21][C:22]([O:24][CH3:25])=[O:23])[C:18](O)=[O:19].CN(C(ON1N=NC2C=CC=NC1=2)=[N+](C)C)C.F[P-](F)(F)(F)(F)F.CCN(C(C)C)C(C)C. The product is [I:2][C:3]1[N:7]=[C:6]([C@@H:8]2[CH2:12][C@H:11]([CH3:13])[CH2:10][N:9]2[C:18](=[O:19])[C@@H:17]([NH:21][C:22](=[O:23])[O:24][CH3:25])[C@H:16]([O:15][CH3:14])[CH3:26])[NH:5][CH:4]=1. The yield is 0.927. (5) The reactants are [Cl:1][C:2]1[CH:7]=[CH:6][C:5]([C:8]2[CH:16]=[CH:15][CH:14]=[C:13]3[C:9]=2[CH2:10][C:11](=[O:17])[NH:12]3)=[CH:4][CH:3]=1.[CH2:18]([N:20]([CH2:34][CH3:35])[CH2:21][CH2:22][NH:23][C:24]([C:26]1[NH:27][C:28]([CH:32]=O)=[C:29]([CH3:31])[CH:30]=1)=[O:25])[CH3:19]. The catalyst is C(O)C.N1CCCCC1. The product is [CH2:34]([N:20]([CH2:18][CH3:19])[CH2:21][CH2:22][NH:23][C:24]([C:26]1[NH:27][C:28]([CH:32]=[C:10]2[C:9]3[C:13](=[CH:14][CH:15]=[CH:16][C:8]=3[C:5]3[CH:4]=[CH:3][C:2]([Cl:1])=[CH:7][CH:6]=3)[NH:12][C:11]2=[O:17])=[C:29]([CH3:31])[CH:30]=1)=[O:25])[CH3:35]. The yield is 0.670.